From a dataset of Reaction yield outcomes from USPTO patents with 853,638 reactions. Predict the reaction yield, written as a fraction of the theoretical maximum amount of product (1.0 means a 100% yield; for example, 0.34 means a 34% yield). The reactants are [N+:1]([C:4]1[CH:5]=[CH:6][CH:7]=[C:8]2[C:13]=1[N:12]=[CH:11][C:10]([S:14]([C:17]1[CH:22]=[CH:21][CH:20]=[CH:19][CH:18]=1)(=[O:16])=[O:15])=[CH:9]2)([O-])=O.O.C(=O)([O-])[O-].[K+].[K+].C(N(CC(O)=O)CC(O)=O)CN(CC(O)=O)CC(O)=O. The catalyst is O1CCCC1.Cl.[Cl-].[Ti+3].[Cl-].[Cl-]. The product is [NH2:1][C:4]1[CH:5]=[CH:6][CH:7]=[C:8]2[C:13]=1[N:12]=[CH:11][C:10]([S:14]([C:17]1[CH:18]=[CH:19][CH:20]=[CH:21][CH:22]=1)(=[O:16])=[O:15])=[CH:9]2. The yield is 0.720.